Dataset: NCI-60 drug combinations with 297,098 pairs across 59 cell lines. Task: Regression. Given two drug SMILES strings and cell line genomic features, predict the synergy score measuring deviation from expected non-interaction effect. (1) Drug 1: CS(=O)(=O)C1=CC(=C(C=C1)C(=O)NC2=CC(=C(C=C2)Cl)C3=CC=CC=N3)Cl. Drug 2: CC12CCC3C(C1CCC2O)C(CC4=C3C=CC(=C4)O)CCCCCCCCCS(=O)CCCC(C(F)(F)F)(F)F. Cell line: BT-549. Synergy scores: CSS=7.15, Synergy_ZIP=1.04, Synergy_Bliss=8.38, Synergy_Loewe=6.15, Synergy_HSA=6.90. (2) Drug 1: CN1CCC(CC1)COC2=C(C=C3C(=C2)N=CN=C3NC4=C(C=C(C=C4)Br)F)OC. Drug 2: CC1=C2C(C(=O)C3(C(CC4C(C3C(C(C2(C)C)(CC1OC(=O)C(C(C5=CC=CC=C5)NC(=O)C6=CC=CC=C6)O)O)OC(=O)C7=CC=CC=C7)(CO4)OC(=O)C)O)C)OC(=O)C. Cell line: RPMI-8226. Synergy scores: CSS=72.1, Synergy_ZIP=11.7, Synergy_Bliss=12.3, Synergy_Loewe=-24.3, Synergy_HSA=7.82. (3) Drug 1: C1CC(=O)NC(=O)C1N2CC3=C(C2=O)C=CC=C3N. Drug 2: CN1C(=O)N2C=NC(=C2N=N1)C(=O)N. Cell line: HCT116. Synergy scores: CSS=7.35, Synergy_ZIP=0.222, Synergy_Bliss=3.12, Synergy_Loewe=1.46, Synergy_HSA=2.04. (4) Drug 1: CC12CCC3C(C1CCC2O)C(CC4=C3C=CC(=C4)O)CCCCCCCCCS(=O)CCCC(C(F)(F)F)(F)F. Drug 2: C1CCC(C(C1)N)N.C(=O)(C(=O)[O-])[O-].[Pt+4]. Cell line: MCF7. Synergy scores: CSS=38.9, Synergy_ZIP=-2.16, Synergy_Bliss=-1.46, Synergy_Loewe=3.50, Synergy_HSA=5.98. (5) Drug 1: CC1C(C(CC(O1)OC2CC(CC3=C2C(=C4C(=C3O)C(=O)C5=C(C4=O)C(=CC=C5)OC)O)(C(=O)C)O)N)O.Cl. Drug 2: CC1C(C(=O)NC(C(=O)N2CCCC2C(=O)N(CC(=O)N(C(C(=O)O1)C(C)C)C)C)C(C)C)NC(=O)C3=C4C(=C(C=C3)C)OC5=C(C(=O)C(=C(C5=N4)C(=O)NC6C(OC(=O)C(N(C(=O)CN(C(=O)C7CCCN7C(=O)C(NC6=O)C(C)C)C)C)C(C)C)C)N)C. Cell line: SK-OV-3. Synergy scores: CSS=5.09, Synergy_ZIP=2.73, Synergy_Bliss=2.55, Synergy_Loewe=1.63, Synergy_HSA=1.42. (6) Drug 1: CC1C(C(CC(O1)OC2CC(CC3=C2C(=C4C(=C3O)C(=O)C5=C(C4=O)C(=CC=C5)OC)O)(C(=O)CO)O)N)O.Cl. Drug 2: CC(CN1CC(=O)NC(=O)C1)N2CC(=O)NC(=O)C2. Cell line: SK-OV-3. Synergy scores: CSS=2.29, Synergy_ZIP=-0.123, Synergy_Bliss=1.19, Synergy_Loewe=1.40, Synergy_HSA=0.570. (7) Drug 1: C1=NC2=C(N1)C(=S)N=C(N2)N. Drug 2: C1=CC(=CC=C1C#N)C(C2=CC=C(C=C2)C#N)N3C=NC=N3. Cell line: SK-OV-3. Synergy scores: CSS=36.4, Synergy_ZIP=-11.4, Synergy_Bliss=-1.84, Synergy_Loewe=-8.34, Synergy_HSA=-1.58.